This data is from Aqueous solubility values for 9,982 compounds from the AqSolDB database. The task is: Regression/Classification. Given a drug SMILES string, predict its absorption, distribution, metabolism, or excretion properties. Task type varies by dataset: regression for continuous measurements (e.g., permeability, clearance, half-life) or binary classification for categorical outcomes (e.g., BBB penetration, CYP inhibition). For this dataset (solubility_aqsoldb), we predict Y. (1) The compound is c1ccc2cc3c(ccc4ccccc43)cc2c1. The Y is -7.39 log mol/L. (2) The compound is O=C(O)C(NCCCCCNC(C(=O)O)c1ccccc1)c1ccccc1. The Y is -2.02 log mol/L. (3) The molecule is CCCCC(CC)COC(=O)c1ccc(C(=O)OCC(CC)CCCC)c(C(=O)OCC(CC)CCCC)c1. The Y is -8.25 log mol/L. (4) The molecule is CCCCNC(=O)COC(=O)c1ccccc1. The Y is -2.76 log mol/L. (5) The compound is O=C(Nc1ccc(Cl)cc1C(O)c1ccccc1)c1ccncc1. The Y is -5.53 log mol/L. (6) The Y is -2.56 log mol/L. The molecule is Nc1ccc(Nc2ccccc2)cc1. (7) The compound is C=C(F)C(F)(F)F. The Y is -2.76 log mol/L.